This data is from Full USPTO retrosynthesis dataset with 1.9M reactions from patents (1976-2016). The task is: Predict the reactants needed to synthesize the given product. (1) Given the product [CH2:32]([O:31][C:9]1[C:8]([NH:91][CH2:90][C:89]([F:93])([F:92])[F:88])=[C:17]2[C:12]([C:13]([CH2:18][C:19]3[CH:24]=[C:23]([O:25][CH3:26])[C:22]([O:27][CH3:28])=[C:21]([O:29][CH3:30])[CH:20]=3)=[CH:14][N:15]=[CH:16]2)=[CH:11][CH:10]=1)[CH3:33], predict the reactants needed to synthesize it. The reactants are: Cl.FC(F)(F)S(O[C:8]1[C:9]([O:31][CH2:32][CH3:33])=[CH:10][CH:11]=[C:12]2[C:17]=1[CH:16]=[N:15][CH:14]=[C:13]2[CH2:18][C:19]1[CH:24]=[C:23]([O:25][CH3:26])[C:22]([O:27][CH3:28])=[C:21]([O:29][CH3:30])[CH:20]=1)(=O)=O.C1C=CC(P(C2C(C3C(P(C4C=CC=CC=4)C4C=CC=CC=4)=CC=C4C=3C=CC=C4)=C3C(C=CC=C3)=CC=2)C2C=CC=CC=2)=CC=1.C([O-])([O-])=O.[Cs+].[Cs+].[F:88][C:89]([F:93])([F:92])[CH2:90][NH2:91]. (2) Given the product [F:35][CH:34]([F:36])[C:31]1[N:32]=[CH:33][C:28]([CH2:27][O:1][C:2]2[CH:16]=[CH:15][C:5]([CH2:6][NH:7][C:8](=[O:14])[O:9][C:10]([CH3:13])([CH3:12])[CH3:11])=[CH:4][C:3]=2[O:17][CH3:18])=[CH:29][CH:30]=1, predict the reactants needed to synthesize it. The reactants are: [OH:1][C:2]1[CH:16]=[CH:15][C:5]([CH2:6][NH:7][C:8](=[O:14])[O:9][C:10]([CH3:13])([CH3:12])[CH3:11])=[CH:4][C:3]=1[O:17][CH3:18].C(=O)([O-])[O-].[K+].[K+].Cl.Cl[CH2:27][C:28]1[CH:29]=[CH:30][C:31]([CH:34]([F:36])[F:35])=[N:32][CH:33]=1.